From a dataset of Full USPTO retrosynthesis dataset with 1.9M reactions from patents (1976-2016). Predict the reactants needed to synthesize the given product. (1) The reactants are: C(SC1C=C(O)C(=O)NC=1)C1C=CC=CC=1.[Cl:17][C:18]1[CH:35]=[CH:34][CH:33]=[CH:32][C:19]=1[CH2:20][S:21][C:22]1[CH:23]=[C:24]([O:30]C)[C:25]([O:28]C)=[N:26][CH:27]=1. Given the product [Cl:17][C:18]1[CH:35]=[CH:34][CH:33]=[CH:32][C:19]=1[CH2:20][S:21][C:22]1[CH:23]=[C:24]([OH:30])[C:25](=[O:28])[NH:26][CH:27]=1, predict the reactants needed to synthesize it. (2) Given the product [CH3:1][C:2]1[C:3]([Se:16][C:17]2[N:18]=[CH:19][C:20]([CH2:21][OH:22])=[CH:26][CH:27]=2)=[CH:4][C:5]2[C:6]([CH3:15])([CH3:14])[CH2:7][CH2:8][C:9]([CH3:12])([CH3:13])[C:10]=2[CH:11]=1, predict the reactants needed to synthesize it. The reactants are: [CH3:1][C:2]1[C:3]([Se:16][C:17]2[CH:27]=[CH:26][C:20]([C:21](OCC)=[O:22])=[CH:19][N:18]=2)=[CH:4][C:5]2[C:6]([CH3:15])([CH3:14])[CH2:7][CH2:8][C:9]([CH3:13])([CH3:12])[C:10]=2[CH:11]=1.[H-].[Al+3].[Li+].[H-].[H-].[H-].[H-]. (3) Given the product [CH2:1]([S:11]([OH:14])(=[O:13])=[O:12])[CH2:2][S:3][S:4][CH2:5][CH2:6][S:7]([OH:10])(=[O:8])=[O:9].[NH2:15][C@H:16]([C:22]([OH:24])=[O:23])[CH2:17][CH2:18][CH2:19][CH2:20][NH2:21].[NH2:15][C@H:16]([C:22]([OH:24])=[O:23])[CH2:17][CH2:18][CH2:19][CH2:20][NH2:21], predict the reactants needed to synthesize it. The reactants are: [CH2:1]([S:11]([OH:14])(=[O:13])=[O:12])[CH2:2][S:3][S:4][CH2:5][CH2:6][S:7]([OH:10])(=[O:9])=[O:8].[NH2:15][C@H:16]([C:22]([OH:24])=[O:23])[CH2:17][CH2:18][CH2:19][CH2:20][NH2:21].CC(C)=O. (4) Given the product [Br:3][C:4]1[CH:5]=[C:6]([F:21])[C:7]([NH2:20])=[C:8]2[C:13]=1[O:12][CH2:11][CH:10]([C:14]1[CH:15]=[N:16][CH:17]=[CH:18][CH:19]=1)[NH:9]2, predict the reactants needed to synthesize it. The reactants are: [BH4-].[Na+].[Br:3][C:4]1[CH:5]=[C:6]([F:21])[C:7]([NH2:20])=[C:8]2[C:13]=1[O:12][CH2:11][C:10]([C:14]1[CH:15]=[N:16][CH:17]=[CH:18][CH:19]=1)=[N:9]2. (5) Given the product [C:1]([O:5][C:6](=[O:7])[N:8]([C:9]1[S:10][C@:11]2([C:25](=[O:26])[NH2:38])[C@H:13]([C@:14]([C:17]3[CH:22]=[CH:21][CH:20]=[C:19]([F:23])[C:18]=3[F:24])([CH3:16])[N:15]=1)[CH2:12]2)[CH2:28][O:29][CH2:30][CH2:31][Si:32]([CH3:33])([CH3:34])[CH3:35])([CH3:2])([CH3:4])[CH3:3], predict the reactants needed to synthesize it. The reactants are: [C:1]([O:5][C:6]([N:8]([CH2:28][O:29][CH2:30][CH2:31][Si:32]([CH3:35])([CH3:34])[CH3:33])[C:9]1[S:10][C@:11]2([C:25](O)=[O:26])[C@H:13]([C@:14]([C:17]3[CH:22]=[CH:21][CH:20]=[C:19]([F:23])[C:18]=3[F:24])([CH3:16])[N:15]=1)[CH2:12]2)=[O:7])([CH3:4])([CH3:3])[CH3:2].C(N1C=CN=C1)([N:38]1C=CN=C1)=O.N. (6) Given the product [NH2:88][CH2:87][CH2:86][O:85][CH2:84][CH2:83][O:82][CH2:81][CH2:80][O:79][CH2:78][CH2:77][NH:76][C:35]([C:34]1[CH:38]=[CH:39][C:31]([NH:30][C:28]([C@H:9]2[C@H:8]([C:4]3[CH:5]=[CH:6][CH:7]=[C:2]([Cl:1])[C:3]=3[F:42])[C@:12]([C:15]3[CH:20]=[CH:19][C:18]([Cl:21])=[CH:17][C:16]=3[F:22])([C:13]#[N:14])[C@H:11]([CH2:23][C:24]([CH3:26])([CH3:25])[CH3:27])[NH:10]2)=[O:29])=[C:32]([O:40][CH3:41])[CH:33]=1)=[O:37], predict the reactants needed to synthesize it. The reactants are: [Cl:1][C:2]1[C:3]([F:42])=[C:4]([C@@H:8]2[C@:12]([C:15]3[CH:20]=[CH:19][C:18]([Cl:21])=[CH:17][C:16]=3[F:22])([C:13]#[N:14])[C@H:11]([CH2:23][C:24]([CH3:27])([CH3:26])[CH3:25])[NH:10][C@H:9]2[C:28]([NH:30][C:31]2[CH:39]=[CH:38][C:34]([C:35]([OH:37])=O)=[CH:33][C:32]=2[O:40][CH3:41])=[O:29])[CH:5]=[CH:6][CH:7]=1.CN(C(ON1N=NC2C=CC=CC1=2)=[N+](C)C)C.F[P-](F)(F)(F)(F)F.CCN(C(C)C)C(C)C.[NH2:76][CH2:77][CH2:78][O:79][CH2:80][CH2:81][O:82][CH2:83][CH2:84][O:85][CH2:86][CH2:87][NH2:88]. (7) Given the product [CH:6]([NH:8][C:9]1[CH:14]=[CH:13][C:12]([NH:15][C:16]2[N:21]=[C:20]([NH:22][C:23]3[CH:24]=[C:25]([NH:29][C:30](=[O:33])[CH:31]=[CH2:32])[CH:26]=[CH:27][CH:28]=3)[C:19]([C:34]([F:37])([F:35])[F:36])=[CH:18][N:17]=2)=[C:11]([O:38][CH3:39])[CH:10]=1)([CH3:5])[CH3:7], predict the reactants needed to synthesize it. The reactants are: C(N1[CH2:7][CH:6]([NH:8][C:9]2[CH:14]=[CH:13][C:12]([NH:15][C:16]3[N:21]=[C:20]([NH:22][C:23]4[CH:24]=[C:25]([NH:29][C:30](=[O:33])[CH:31]=[CH2:32])[CH:26]=[CH:27][CH:28]=4)[C:19]([C:34]([F:37])([F:36])[F:35])=[CH:18][N:17]=3)=[C:11]([O:38][CH3:39])[CH:10]=2)[CH2:5]1)(=O)C.C(NC1C=CC(N)=C(OC)C=1)(C)C.FC(F)(F)C(O)=O.